This data is from Forward reaction prediction with 1.9M reactions from USPTO patents (1976-2016). The task is: Predict the product of the given reaction. Given the reactants [NH2:1][C:2]([CH3:27])([CH3:26])[C@H:3]([NH:8][C:9](=[O:25])[C:10]1[CH:15]=[CH:14][C:13]([C:16]#[C:17][C:18]#[C:19][C:20]([OH:24])([CH3:23])[CH2:21][OH:22])=[CH:12][CH:11]=1)[C:4](OC)=[O:5].[NH2:28][OH:29].CC(O)=O, predict the reaction product. The product is: [NH2:1][C:2]([CH3:27])([CH3:26])[C@H:3]([NH:8][C:9](=[O:25])[C:10]1[CH:15]=[CH:14][C:13]([C:16]#[C:17][C:18]#[C:19][C:20]([OH:24])([CH3:23])[CH2:21][OH:22])=[CH:12][CH:11]=1)[C:4]([NH:28][OH:29])=[O:5].